From a dataset of CYP1A2 inhibition data for predicting drug metabolism from PubChem BioAssay. Regression/Classification. Given a drug SMILES string, predict its absorption, distribution, metabolism, or excretion properties. Task type varies by dataset: regression for continuous measurements (e.g., permeability, clearance, half-life) or binary classification for categorical outcomes (e.g., BBB penetration, CYP inhibition). Dataset: cyp1a2_veith. (1) The compound is Cc1ccc(S(=O)(=O)Nc2nc3ccccc3nc2N2CCc3ccccc3C2)cc1. The result is 1 (inhibitor). (2) The molecule is Clc1ccccc1-c1nccc(NCCN2CCOCC2)n1. The result is 1 (inhibitor). (3) The drug is Cc1ccc(NC(CNS(=O)(=O)c2ccc(Cl)cc2)c2ccccc2)cc1. The result is 1 (inhibitor). (4) The molecule is COC(=O)C(NS(=O)(=O)c1ccc(NC(C)=O)cc1)C(C)C. The result is 0 (non-inhibitor).